Dataset: Forward reaction prediction with 1.9M reactions from USPTO patents (1976-2016). Task: Predict the product of the given reaction. (1) Given the reactants C([O:3][C:4]([CH:6]1C(=O)CC(C(=O)C)(O)[CH:8]([C:17]([O:19]CC)=[O:18])[CH:7]1[C:22]1[CH:27]=[CH:26][C:25]([O:28][CH3:29])=[CH:24][CH:23]=1)=[O:5])C.[OH-].[Na+], predict the reaction product. The product is: [CH3:29][O:28][C:25]1[CH:24]=[CH:23][C:22]([CH:7]([CH2:8][C:17]([OH:19])=[O:18])[CH2:6][C:4]([OH:5])=[O:3])=[CH:27][CH:26]=1. (2) Given the reactants [NH:1](C(OC(C)(C)C)=O)[C@H:2]([C:10]([OH:12])=[O:11])[CH2:3][C:4]1[CH:9]=[CH:8][CH:7]=[CH:6][CH:5]=1, predict the reaction product. The product is: [NH2:1][C@H:2]([C:10]([OH:12])=[O:11])[CH2:3][C:4]1[CH:9]=[CH:8][CH:7]=[CH:6][CH:5]=1. (3) Given the reactants [CH3:1][NH:2][CH2:3][CH2:4][C@H:5]([O:11]C1C=CC=C2C=CC=CC=12)[C:6]1[S:10][CH:9]=[CH:8][CH:7]=1.[CH2:22]1N(P(OC2C=CC(OP(N3CC3)(NCCC(C3C=CC=NC=3)=O)=O)=CC=2)(NCCC(C2C=CC=NC=2)=O)=O)C1.C(C1SC=CC=1)(=O)C.CNC.C=O, predict the reaction product. The product is: [CH3:22][N:2]([CH3:1])[CH2:3][CH2:4][C:5]([C:6]1[S:10][CH:9]=[CH:8][CH:7]=1)=[O:11]. (4) Given the reactants [CH3:1][O:2][C:3]1[CH:8]=[C:7]([N+:9]([O-])=O)[CH:6]=[CH:5][C:4]=1[N:12]1[CH:16]=[N:15][C:14]([CH3:17])=[N:13]1, predict the reaction product. The product is: [CH3:1][O:2][C:3]1[CH:8]=[C:7]([CH:6]=[CH:5][C:4]=1[N:12]1[CH:16]=[N:15][C:14]([CH3:17])=[N:13]1)[NH2:9]. (5) Given the reactants Cl[C:2]1[C:11]2[C:6](=[CH:7][C:8]([S:12]([N:15]([CH2:21][C:22]3[CH:27]=[CH:26][C:25]([O:28][CH3:29])=[CH:24][C:23]=3[O:30][CH3:31])[C:16]3[S:17][CH:18]=[CH:19][N:20]=3)(=[O:14])=[O:13])=[CH:9][CH:10]=2)[CH:5]=[CH:4][N:3]=1.[C:32]([C:34]1[CH:39]=[C:38]([C:40]([F:43])([F:42])[F:41])[CH:37]=[CH:36][C:35]=1B(O)O)#[N:33], predict the reaction product. The product is: [C:32]([C:34]1[CH:39]=[C:38]([C:40]([F:41])([F:42])[F:43])[CH:37]=[CH:36][C:35]=1[C:2]1[C:11]2[C:6](=[CH:7][C:8]([S:12]([N:15]([CH2:21][C:22]3[CH:27]=[CH:26][C:25]([O:28][CH3:29])=[CH:24][C:23]=3[O:30][CH3:31])[C:16]3[S:17][CH:18]=[CH:19][N:20]=3)(=[O:14])=[O:13])=[CH:9][CH:10]=2)[CH:5]=[CH:4][N:3]=1)#[N:33]. (6) The product is: [CH2:1]([N:8]1[C:9](=[O:10])[C@@H:11]2[C:14]3[CH:15]=[CH:16][C:17]([O:19][CH2:20][C:21]4[CH:26]=[CH:25][CH:24]=[CH:23][CH:22]=4)=[CH:18][C:13]=3[CH2:12][O:29][C@H:28]2[CH2:27]1)[C:31]1[CH:36]=[CH:35][CH:34]=[CH:33][CH:32]=1. Given the reactants [CH2:1]([N:8]([CH2:27][CH:28]=[O:29])[C:9]([CH:11]1[C:14]2[CH:15]=[CH:16][C:17]([O:19][CH2:20][C:21]3[CH:26]=[CH:25][CH:24]=[CH:23][CH:22]=3)=[CH:18][C:13]=2[CH2:12]1)=[O:10])C1C=CC=CC=1.Br[C:31]1[CH:36]=[CH:35][CH:34]=[CH:33][CH:32]=1.C(OCC)(=O)C, predict the reaction product.